From a dataset of Forward reaction prediction with 1.9M reactions from USPTO patents (1976-2016). Predict the product of the given reaction. Given the reactants [CH:1]1([NH:4][C:5]([C:7]2[N:8]=[N:9][N:10]([C:26]3[CH:31]=[CH:30][C:29]([C:32]([NH:34][CH2:35][CH3:36])=[O:33])=[CH:28][CH:27]=3)[C:11]=2[CH2:12][CH2:13][CH2:14][N:15]2C(=O)C3C(=CC=CC=3)C2=O)=[O:6])[CH2:3][CH2:2]1.O.NN, predict the reaction product. The product is: [NH2:15][CH2:14][CH2:13][CH2:12][C:11]1[N:10]([C:26]2[CH:27]=[CH:28][C:29]([C:32]([NH:34][CH2:35][CH3:36])=[O:33])=[CH:30][CH:31]=2)[N:9]=[N:8][C:7]=1[C:5]([NH:4][CH:1]1[CH2:3][CH2:2]1)=[O:6].